From a dataset of Forward reaction prediction with 1.9M reactions from USPTO patents (1976-2016). Predict the product of the given reaction. (1) Given the reactants [CH3:1][O:2][C:3]1[CH:8]=[CH:7][C:6]([CH:9]([C:42]2[CH:47]=[CH:46][C:45]([O:48][CH3:49])=[CH:44][CH:43]=2)[O:10][CH:11]([C:36]2[CH:41]=[CH:40][CH:39]=[CH:38][CH:37]=2)[CH:12]2[CH:16]([OH:17])[CH2:15][N:14]([C:18](=[O:35])[CH2:19][CH2:20][CH2:21][CH2:22][CH2:23][N:24]3[C:32](=[O:33])[C:31]4[C:26](=[CH:27][CH:28]=[CH:29][CH:30]=4)[C:25]3=[O:34])[CH2:13]2)=[CH:5][CH:4]=1.[C:50]1(=[O:56])[O:55][C:53](=[O:54])[CH2:52][CH2:51]1.C(N(CC)CC)C, predict the reaction product. The product is: [CH3:49][O:48][C:45]1[CH:46]=[CH:47][C:42]([CH:9]([C:6]2[CH:5]=[CH:4][C:3]([O:2][CH3:1])=[CH:8][CH:7]=2)[O:10][CH:11]([C:36]2[CH:37]=[CH:38][CH:39]=[CH:40][CH:41]=2)[CH:12]2[CH2:13][N:14]([C:18](=[O:35])[CH2:19][CH2:20][CH2:21][CH2:22][CH2:23][N:24]3[C:32](=[O:33])[C:31]4[C:26](=[CH:27][CH:28]=[CH:29][CH:30]=4)[C:25]3=[O:34])[CH2:15][CH:16]2[O:17][C:50](=[O:56])[CH2:51][CH2:52][C:53]([OH:55])=[O:54])=[CH:43][CH:44]=1. (2) The product is: [Cl:26][C:27]1[C:36]([CH2:37][N:38]2[C:46](=[O:47])[C:45]3[C:40](=[CH:41][CH:42]=[CH:43][CH:44]=3)[C:39]2=[O:48])=[CH:35][C:34]2[C:29](=[C:30]([Cl:49])[CH:31]=[CH:32][CH:33]=2)[N:28]=1.[Cl:49][C:30]1[CH:31]=[CH:32][CH:33]=[C:34]2[C:29]=1[N:28]=[C:27]([C:7]1[CH:8]=[CH:9][CH:4]=[CH:3][N:2]=1)[C:36]([CH2:37][NH2:38])=[CH:35]2. Given the reactants C1(=O)[C:9]2[C:4](=CC=[CH:7][CH:8]=2)[C:3](=O)[NH:2]1.ClC1C(C=O)=CC2C(=C(Cl)C=CC=2)N=1.[Cl:26][C:27]1[C:36]([CH2:37][N:38]2[C:46](=[O:47])[C:45]3[C:40](=[CH:41][CH:42]=[CH:43][CH:44]=3)[C:39]2=[O:48])=[CH:35][C:34]2[C:29](=[C:30]([Cl:49])[CH:31]=[CH:32][CH:33]=2)[N:28]=1.[Br-], predict the reaction product. (3) Given the reactants [CH2:1]([N:8]1[C:16]2[C:11](=[CH:12][CH:13]=[CH:14][CH:15]=2)[C:10]([C:17]2[O:18][C:19]([C:22]([O:24]C)=[O:23])=[CH:20][CH:21]=2)=[N:9]1)[C:2]1[CH:7]=[CH:6][CH:5]=[CH:4][CH:3]=1.[OH-].[K+].CO.Cl, predict the reaction product. The product is: [CH2:1]([N:8]1[C:16]2[C:11](=[CH:12][CH:13]=[CH:14][CH:15]=2)[C:10]([C:17]2[O:18][C:19]([C:22]([OH:24])=[O:23])=[CH:20][CH:21]=2)=[N:9]1)[C:2]1[CH:7]=[CH:6][CH:5]=[CH:4][CH:3]=1. (4) Given the reactants [C:1]([CH2:3]P(=O)(OCC)OCC)#[N:2].[H-].[Na+].[Br:14][C:15]1[CH:23]=[CH:22][C:21]2[C:17](=[CH:18][N:19]([CH3:24])[N:20]=2)[C:16]=1[CH:25]=O, predict the reaction product. The product is: [Br:14][C:15]1[CH:23]=[CH:22][C:21]2[C:17](=[CH:18][N:19]([CH3:24])[N:20]=2)[C:16]=1/[CH:25]=[CH:3]/[C:1]#[N:2]. (5) Given the reactants [C:1]([NH:5][C:6](=[O:30])[C:7]1[CH:12]=[CH:11][C:10]([C:13]([C:20]2[NH:29][C:23]3=[N:24][CH:25]=[C:26]([F:28])[CH:27]=[C:22]3[CH:21]=2)=[CH:14][CH:15]2[CH2:19][CH2:18][CH2:17][CH2:16]2)=[CH:9][CH:8]=1)([CH3:4])([CH3:3])[CH3:2], predict the reaction product. The product is: [C:1]([NH:5][C:6](=[O:30])[C:7]1[CH:8]=[CH:9][C:10]([CH:13]([C:20]2[NH:29][C:23]3=[N:24][CH:25]=[C:26]([F:28])[CH:27]=[C:22]3[CH:21]=2)[CH2:14][CH:15]2[CH2:16][CH2:17][CH2:18][CH2:19]2)=[CH:11][CH:12]=1)([CH3:4])([CH3:2])[CH3:3]. (6) Given the reactants [O:1]([C:8]1[CH:9]=[C:10]([CH2:14][C:15]([OH:17])=[O:16])[CH:11]=[CH:12][CH:13]=1)[C:2]1[CH:7]=[CH:6][CH:5]=[CH:4][CH:3]=1.[CH3:18]OC(=O)C(N)CCC.Cl.CN(C)C, predict the reaction product. The product is: [CH3:18][O:16][C:15](=[O:17])[CH2:14][C:10]1[CH:11]=[CH:12][CH:13]=[C:8]([O:1][C:2]2[CH:3]=[CH:4][CH:5]=[CH:6][CH:7]=2)[CH:9]=1. (7) Given the reactants [CH3:1][O:2][C:3]([C:5]1[C:6]([OH:30])=[C:7]2[C:12](=[C:13](Br)[N:14]=1)[N:11]([CH2:16][CH:17]1[CH2:22][CH2:21][CH2:20][CH2:19][CH2:18]1)[C:10](=[O:23])[C:9]([C:24]1[CH:29]=[CH:28][CH:27]=[CH:26][CH:25]=1)=[CH:8]2)=[O:4].[CH2:31]([O:33][C:34]1[N:39]=[CH:38][C:37]([Sn](CCCC)(CCCC)CCCC)=[CH:36][N:35]=1)[CH3:32].CCOC(C)=O.Cl, predict the reaction product. The product is: [CH3:1][O:2][C:3]([C:5]1[C:6]([OH:30])=[C:7]2[C:12](=[C:13]([C:37]3[CH:36]=[N:35][C:34]([O:33][CH2:31][CH3:32])=[N:39][CH:38]=3)[N:14]=1)[N:11]([CH2:16][CH:17]1[CH2:22][CH2:21][CH2:20][CH2:19][CH2:18]1)[C:10](=[O:23])[C:9]([C:24]1[CH:29]=[CH:28][CH:27]=[CH:26][CH:25]=1)=[CH:8]2)=[O:4]. (8) Given the reactants C(N(CC)CC)C.ClS(NC(=O)OC)(=O)=O.[NH2:17][C:18](=O)[C@@H:19]([NH:28][C:29]([C@@H:31]1[CH2:36][CH2:35][CH2:34][CH2:33][N:32]1[C:37]([O:39][C:40]([CH3:43])([CH3:42])[CH3:41])=[O:38])=[O:30])[CH2:20][C:21]1[CH:22]=[N:23][C:24]([Br:27])=[CH:25][CH:26]=1, predict the reaction product. The product is: [Br:27][C:24]1[N:23]=[CH:22][C:21]([CH2:20][C@H:19]([NH:28][C:29]([C@@H:31]2[CH2:36][CH2:35][CH2:34][CH2:33][N:32]2[C:37]([O:39][C:40]([CH3:43])([CH3:42])[CH3:41])=[O:38])=[O:30])[C:18]#[N:17])=[CH:26][CH:25]=1. (9) Given the reactants Cl[C:2]1[S:3][C:4]2[CH:10]=[C:9]([N+:11]([O-:13])=[O:12])[CH:8]=[CH:7][C:5]=2[N:6]=1.[C:14]([O:18][C:19]([N:21]1[CH2:25][CH2:24][CH:23]([CH2:26][NH2:27])[CH2:22]1)=[O:20])([CH3:17])([CH3:16])[CH3:15].C(N(CC)CC)C.Cl, predict the reaction product. The product is: [C:14]([O:18][C:19]([N:21]1[CH2:25][CH2:24][CH:23]([CH2:26][NH:27][C:2]2[S:3][C:4]3[CH:10]=[C:9]([N+:11]([O-:13])=[O:12])[CH:8]=[CH:7][C:5]=3[N:6]=2)[CH2:22]1)=[O:20])([CH3:17])([CH3:16])[CH3:15].